Dataset: Full USPTO retrosynthesis dataset with 1.9M reactions from patents (1976-2016). Task: Predict the reactants needed to synthesize the given product. (1) Given the product [Br:11][C:9]1[CH:8]=[CH:7][C:6]2[O:1][CH2:2][CH2:3][O:4][C:5]=2[CH:10]=1, predict the reactants needed to synthesize it. The reactants are: [O:1]1[C:6]2[CH:7]=[CH:8][CH:9]=[CH:10][C:5]=2[O:4][CH2:3][CH2:2]1.[Br:11]N1C(=O)CCC1=O. (2) Given the product [C:34]([O:37][C@H:13]1[CH2:12][CH2:11][CH2:10][C@H:9]([NH:20][C:21](=[O:31])[C:22]2[C:27]([O:28][CH2:49][O:48][C:46]([CH2:45][O:44][CH2:42][CH3:43])=[O:47])=[C:26]([O:29][CH3:30])[CH:25]=[CH:24][N:23]=2)[C:8](=[O:32])[O:7][C@@H:6]([CH3:33])[C@@H:5]1[CH2:1][CH2:2][CH2:3][CH3:4])(=[O:35])[CH:52]([CH3:54])[CH3:51], predict the reactants needed to synthesize it. The reactants are: [CH2:1]([C@H:5]1[C@@H:13](C(C)(C)C([O-])=O)[CH2:12][CH2:11][CH2:10][C@H:9]([NH:20][C:21](=[O:31])[C:22]2[C:27]([OH:28])=[C:26]([O:29][CH3:30])[CH:25]=[CH:24][N:23]=2)[C:8](=[O:32])[O:7][C@H:6]1[CH3:33])[CH2:2][CH2:3][CH3:4].[C:34]([O-:37])([O-])=[O:35].[Na+].[Na+].[Na+].[I-].[CH2:42]([O:44][CH2:45][C:46]([O:48][CH2:49]Cl)=[O:47])[CH3:43].[CH3:51][C:52]([CH3:54])=O. (3) Given the product [CH3:28][C@H:17]1[CH2:16][N:15]([S:12]([C:3]2[CH:4]=[C:5]([C:8]([F:11])([F:10])[F:9])[CH:6]=[CH:7][C:2]=2[CH3:29])(=[O:14])=[O:13])[CH2:20][CH2:19][N:18]1[C:21]([O:23][C:24]([CH3:27])([CH3:26])[CH3:25])=[O:22], predict the reactants needed to synthesize it. The reactants are: Br[C:2]1[CH:7]=[CH:6][C:5]([C:8]([F:11])([F:10])[F:9])=[CH:4][C:3]=1[S:12]([N:15]1[CH2:20][CH2:19][N:18]([C:21]([O:23][C:24]([CH3:27])([CH3:26])[CH3:25])=[O:22])[C@@H:17]([CH3:28])[CH2:16]1)(=[O:14])=[O:13].[C:29](=O)([O-])[O-].[K+].[K+].CB1OB(C)OB(C)O1. (4) Given the product [C:30]([C:10]1[CH:9]=[C:8]([C:6]2[CH:5]=[CH:4][N:3]=[C:2]([NH:42][C:41]3[CH:40]=[CH:39][C:38]([N:32]4[CH2:37][CH2:36][O:35][CH2:34][CH2:33]4)=[CH:44][CH:43]=3)[N:7]=2)[CH:27]=[C:26]([O:28][CH3:29])[C:11]=1[O:12][CH:13]1[CH2:18][CH2:17][N:16]([C:19]([O:21][C:22]([CH3:25])([CH3:24])[CH3:23])=[O:20])[CH2:15][CH2:14]1)#[N:31], predict the reactants needed to synthesize it. The reactants are: Cl[C:2]1[N:7]=[C:6]([C:8]2[CH:27]=[C:26]([O:28][CH3:29])[C:11]([O:12][CH:13]3[CH2:18][CH2:17][N:16]([C:19]([O:21][C:22]([CH3:25])([CH3:24])[CH3:23])=[O:20])[CH2:15][CH2:14]3)=[C:10]([C:30]#[N:31])[CH:9]=2)[CH:5]=[CH:4][N:3]=1.[N:32]1([C:38]2[CH:44]=[CH:43][C:41]([NH2:42])=[CH:40][CH:39]=2)[CH2:37][CH2:36][O:35][CH2:34][CH2:33]1. (5) Given the product [Br:1][C:2]1[CH:7]=[CH:6][C:5]2[NH:8][C:21]([C:16]3[CH:17]=[CH:18][CH:19]=[CH:20][N:15]=3)=[N:9][C:4]=2[CH:3]=1, predict the reactants needed to synthesize it. The reactants are: [Br:1][C:2]1[CH:7]=[CH:6][C:5]([NH2:8])=[C:4]([NH2:9])[CH:3]=1.S(=O)(O)[O-].[Na+].[N:15]1[CH:20]=[CH:19][CH:18]=[CH:17][C:16]=1[CH:21]=O. (6) Given the product [NH2:27][C:28]1[N:33]=[CH:32][C:31]([C:2]2[CH:3]=[C:4]([C:14]([NH:16][CH2:17][C:18]3[C:19](=[O:26])[NH:20][C:21]([CH3:25])=[CH:22][C:23]=3[CH3:24])=[O:15])[C:5]3[CH:10]=[N:9][N:8]([CH:11]([CH3:13])[CH3:12])[C:6]=3[N:7]=2)=[CH:30][N:29]=1, predict the reactants needed to synthesize it. The reactants are: Br[C:2]1[CH:3]=[C:4]([C:14]([NH:16][CH2:17][C:18]2[C:19](=[O:26])[NH:20][C:21]([CH3:25])=[CH:22][C:23]=2[CH3:24])=[O:15])[C:5]2[CH:10]=[N:9][N:8]([CH:11]([CH3:13])[CH3:12])[C:6]=2[N:7]=1.[NH2:27][C:28]1[N:33]=[CH:32][C:31](B(O)O)=[CH:30][N:29]=1.C([O-])([O-])=O.[Na+].[Na+].CCOC(C)=O. (7) Given the product [Cl:19][CH2:18][CH2:17][CH2:16][CH2:15][C:3]1([CH2:1][CH3:2])[C:11]2[C:6](=[CH:7][C:8]([F:12])=[CH:9][CH:10]=2)[NH:5][C:4]1=[O:13], predict the reactants needed to synthesize it. The reactants are: [CH2:1]([CH:3]1[C:11]2[C:6](=[CH:7][C:8]([F:12])=[CH:9][CH:10]=2)[NH:5][C:4]1=[O:13])[CH3:2].Br[CH2:15][CH2:16][CH2:17][CH2:18][Cl:19]. (8) Given the product [CH2:1]([C:5]1[O:6][C:7]2[CH:13]=[CH:12][C:11]([NH:14][S:15]([CH3:18])(=[O:16])=[O:17])=[CH:10][C:8]=2[C:9]=1[CH:43]([C:42]1[CH:41]=[CH:40][C:39]([O:38][CH2:37][CH2:36][CH2:35][N:34]([CH2:47][CH2:48][CH2:49][CH3:50])[CH2:30][CH2:31][CH2:32][CH3:33])=[CH:46][CH:45]=1)[OH:44])[CH2:2][CH2:3][CH3:4], predict the reactants needed to synthesize it. The reactants are: [CH2:1]([C:5]1[O:6][C:7]2[CH:13]=[CH:12][C:11]([NH:14][S:15]([CH3:18])(=[O:17])=[O:16])=[CH:10][C:8]=2[CH:9]=1)[CH2:2][CH2:3][CH3:4].[Li]CCCC.CCCCCC.[CH2:30]([N:34]([CH2:47][CH2:48][CH2:49][CH3:50])[CH2:35][CH2:36][CH2:37][O:38][C:39]1[CH:46]=[CH:45][C:42]([CH:43]=[O:44])=[CH:41][CH:40]=1)[CH2:31][CH2:32][CH3:33].[NH4+].[Cl-]. (9) Given the product [C:1]([C:3]1[CH:8]=[CH:7][C:6]([N:9]2[CH:14]=[CH:13][C:12]([O:15][CH:16]3[CH2:21][CH2:20][N:19]([C:22]([O:24][CH:25]([CH3:26])[CH3:27])=[O:23])[CH2:18][CH2:17]3)=[CH:11][C:10]2=[O:29])=[C:5]([F:30])[CH:4]=1)#[N:2], predict the reactants needed to synthesize it. The reactants are: [C:1]([C:3]1[CH:8]=[CH:7][C:6]([N:9]2[CH:14]=[CH:13][C:12]([O:15][CH:16]3[CH2:21][CH2:20][N:19]([C:22]([O:24][C:25](C)([CH3:27])[CH3:26])=[O:23])[CH2:18][CH2:17]3)=[CH:11][C:10]2=[O:29])=[C:5]([F:30])[CH:4]=1)#[N:2].O=C1C=C(OC2CCN(C(OC(C)(C)C)=O)CC2)C=CN1C1C=NC=CC=1.ClC1N=CC(CCC)=CN=1.C(=O)([O-])[O-].[Cs+].[Cs+].